Dataset: Full USPTO retrosynthesis dataset with 1.9M reactions from patents (1976-2016). Task: Predict the reactants needed to synthesize the given product. (1) The reactants are: [CH:1]([CH:3]1[CH2:8][CH2:7][N:6]([C:9]2[CH:14]=[CH:13][C:12]([NH:15][C:16](=[O:22])[O:17][C:18]([CH3:21])([CH3:20])[CH3:19])=[CH:11][CH:10]=2)[CH2:5][CH2:4]1)=O.[CH3:23][N:24]([CH3:28])[CH2:25][CH2:26][NH2:27].C([BH3-])#N.[Na+]. Given the product [CH3:23][N:24]([CH3:28])[CH2:25][CH2:26][NH:27][CH2:1][CH:3]1[CH2:8][CH2:7][N:6]([C:9]2[CH:14]=[CH:13][C:12]([NH:15][C:16](=[O:22])[O:17][C:18]([CH3:21])([CH3:20])[CH3:19])=[CH:11][CH:10]=2)[CH2:5][CH2:4]1, predict the reactants needed to synthesize it. (2) Given the product [F:20][C:17]1[CH:18]=[CH:19][C:14]([C:13](=[O:12])[CH2:1][C:2]2[CH:7]=[CH:6][N:5]=[C:4]([S:8][CH3:9])[N:3]=2)=[CH:15][CH:16]=1, predict the reactants needed to synthesize it. The reactants are: [CH3:1][C:2]1[CH:7]=[CH:6][N:5]=[C:4]([S:8][CH3:9])[N:3]=1.C([O:12][C:13](=O)[C:14]1[CH:19]=[CH:18][C:17]([F:20])=[CH:16][CH:15]=1)C.C[Si]([N-][Si](C)(C)C)(C)C.[Li+].O. (3) The reactants are: [CH3:1][O:2][C:3]1[N:8]=[N:7][C:6]([C:9]#N)=[CH:5][CH:4]=1.[CH2:11]([Mg]Br)[CH3:12].C([O:17]CC)C.Cl.C(=O)([O-])O.[Na+]. Given the product [CH3:1][O:2][C:3]1[N:8]=[N:7][C:6]([C:9](=[O:17])[CH2:11][CH3:12])=[CH:5][CH:4]=1, predict the reactants needed to synthesize it. (4) Given the product [CH:17]([N:19]=[C:12]([NH2:14])[C:11]1[CH:10]=[CH:9][C:8]([O:1][C:2]2[CH:7]=[CH:6][CH:5]=[CH:4][CH:3]=2)=[CH:16][CH:15]=1)=[O:18], predict the reactants needed to synthesize it. The reactants are: [O:1]([C:8]1[CH:16]=[CH:15][C:11]([C:12]([NH2:14])=O)=[CH:10][CH:9]=1)[C:2]1[CH:7]=[CH:6][CH:5]=[CH:4][CH:3]=1.[CH:17]([NH2:19])=[O:18]. (5) Given the product [C:1]([O:5][C:6]([C:8]1[O:9][C:10]2[CH:16]=[C:15]([OH:17])[CH:14]=[CH:13][C:11]=2[CH:12]=1)=[O:7])([CH3:4])([CH3:2])[CH3:3], predict the reactants needed to synthesize it. The reactants are: [C:1]([O:5][C:6]([C:8]1[O:9][C:10]2[CH:16]=[C:15]([O:17]CC3C=CC=CC=3)[CH:14]=[CH:13][C:11]=2[CH:12]=1)=[O:7])([CH3:4])([CH3:3])[CH3:2].[H][H]. (6) Given the product [CH3:1][C:2]1[CH:7]=[CH:6][CH:5]=[CH:4][C:3]=1[C:8]1[N:12]([S:39]([C:35]2[CH:34]=[N:33][CH:38]=[CH:37][CH:36]=2)(=[O:41])=[O:40])[CH:11]=[C:10]([CH:13]=[O:14])[CH:9]=1, predict the reactants needed to synthesize it. The reactants are: [CH3:1][C:2]1[CH:7]=[CH:6][CH:5]=[CH:4][C:3]=1[C:8]1[NH:12][CH:11]=[C:10]([CH:13]=[O:14])[CH:9]=1.[H-].[Na+].C1OCCOCCOCCOCCOC1.Cl.[N:33]1[CH:38]=[CH:37][CH:36]=[C:35]([S:39](Cl)(=[O:41])=[O:40])[CH:34]=1. (7) Given the product [CH:11]1([C:17]2[C:25]3[C:20](=[CH:21][C:22]([C:26]([O:28][CH3:29])=[O:27])=[CH:23][CH:24]=3)[N:19]([CH2:30][C:31]#[CH:32])[C:18]=2[C:33]2[CH:38]=[CH:37][CH:36]=[CH:35][C:34]=2[CH:39]=[O:40])[CH2:12][CH2:13][CH2:14][CH2:15][CH2:16]1, predict the reactants needed to synthesize it. The reactants are: C(Cl)(=O)C(Cl)=O.CS(C)=O.[CH:11]1([C:17]2[C:25]3[C:20](=[CH:21][C:22]([C:26]([O:28][CH3:29])=[O:27])=[CH:23][CH:24]=3)[N:19]([CH2:30][C:31]#[CH:32])[C:18]=2[C:33]2[CH:38]=[CH:37][CH:36]=[CH:35][C:34]=2[CH2:39][OH:40])[CH2:16][CH2:15][CH2:14][CH2:13][CH2:12]1.CCN(CC)CC.